Predict the reactants needed to synthesize the given product. From a dataset of Full USPTO retrosynthesis dataset with 1.9M reactions from patents (1976-2016). (1) Given the product [F:19][C:17]1[CH:16]=[C:15]([C@H:20]([NH2:22])[CH3:21])[CH:14]=[C:13]2[C:18]=1[NH:10][C:11]([CH3:23])=[CH:12]2, predict the reactants needed to synthesize it. The reactants are: C1(S([N:10]2[C:18]3[C:13](=[CH:14][C:15]([C@H:20]([NH2:22])[CH3:21])=[CH:16][C:17]=3[F:19])[CH:12]=[C:11]2[CH3:23])(=O)=O)C=CC=CC=1.CO.[OH-].[Na+]. (2) Given the product [F:11][C:10]([F:13])([F:12])[O:9][C:6]1[CH:7]=[CH:8][C:3]([CH2:2][C:14]#[N:15])=[CH:4][CH:5]=1, predict the reactants needed to synthesize it. The reactants are: Br[CH2:2][C:3]1[CH:8]=[CH:7][C:6]([O:9][C:10]([F:13])([F:12])[F:11])=[CH:5][CH:4]=1.[C-:14]#[N:15].[K+]. (3) Given the product [OH:37][NH:36][C:5](=[NH:6])[C:4]1[CH:7]=[C:8]([C:11]2[N:20]=[C:19]([NH:21][CH2:22][C:23]3[CH:28]=[CH:27][CH:26]=[CH:25][N:24]=3)[C:18]3[C:13](=[CH:14][CH:15]=[CH:16][C:17]=3[C:29]3[CH:34]=[CH:33][CH:32]=[CH:31][CH:30]=3)[N:12]=2)[CH:9]=[N:10][CH:3]=1, predict the reactants needed to synthesize it. The reactants are: C([C:3]1[N:10]=[CH:9][C:8]([C:11]2[N:20]=[C:19]([NH:21][CH2:22][C:23]3[CH:28]=[CH:27][CH:26]=[CH:25][N:24]=3)[C:18]3[C:13](=[CH:14][CH:15]=[CH:16][C:17]=3[C:29]3[CH:34]=[CH:33][CH:32]=[CH:31][CH:30]=3)[N:12]=2)=[CH:7][C:4]=1[C:5]#[N:6])C.Cl.[NH2:36][OH:37].C(=O)([O-])[O-].[K+].[K+]. (4) Given the product [F:1][C:2]1[CH:3]=[C:4]([C:13]2[CH:18]=[CH:17][C:16]([OH:19])=[C:15]([F:21])[CH:14]=2)[CH:5]=[C:6]2[C:11]=1[CH:10]=[C:9]([OH:12])[CH:8]=[CH:7]2, predict the reactants needed to synthesize it. The reactants are: [F:1][C:2]1[CH:3]=[C:4]([C:13]2[CH:18]=[CH:17][C:16]([O:19]C)=[C:15]([F:21])[CH:14]=2)[CH:5]=[C:6]2[C:11]=1[CH:10]=[C:9]([OH:12])[CH:8]=[CH:7]2.B(Br)(Br)Br. (5) Given the product [F:33][C:30]([F:31])([F:32])[C:22]1[CH:21]=[C:20]([C@H:18]([O:17][C@H:14]2[O:15][CH2:16][C@@H:10]3[CH2:9][NH:8][CH2:12][C@H:11]3[C@@H:13]2[C:34]2[CH:35]=[CH:36][C:37]([F:40])=[CH:38][CH:39]=2)[CH3:19])[CH:25]=[C:24]([C:26]([F:29])([F:27])[F:28])[CH:23]=1, predict the reactants needed to synthesize it. The reactants are: C([N:8]1[CH2:12][C@H:11]2[C@H:13]([C:34]3[CH:39]=[CH:38][C:37]([F:40])=[CH:36][CH:35]=3)[C@@H:14]([O:17][C@@H:18]([C:20]3[CH:25]=[C:24]([C:26]([F:29])([F:28])[F:27])[CH:23]=[C:22]([C:30]([F:33])([F:32])[F:31])[CH:21]=3)[CH3:19])[O:15][CH2:16][C@@H:10]2[CH2:9]1)C1C=CC=CC=1.[H][H]. (6) Given the product [Br:2][C:3]1[C:4]([S:13]([CH:16]2[CH2:21][CH2:20][N:19]([C:27](=[O:28])[CH3:26])[CH2:18][CH2:17]2)(=[O:15])=[O:14])=[N:5][C:6]([C:9]([F:12])([F:11])[F:10])=[CH:7][CH:8]=1, predict the reactants needed to synthesize it. The reactants are: Cl.[Br:2][C:3]1[C:4]([S:13]([CH:16]2[CH2:21][CH2:20][NH:19][CH2:18][CH2:17]2)(=[O:15])=[O:14])=[N:5][C:6]([C:9]([F:12])([F:11])[F:10])=[CH:7][CH:8]=1.C(O)[C@@H](O)[C@@H](O)[C@H](O)[C@@H:26](O)[C:27]([O-])=[O:28].C(O)[C@@H](O)[C@@H](O)[C@H](O)[C@@H](O)C([O-])=O.[Mg+2]. (7) Given the product [NH2:1][C:2]1[CH:7]=[CH:6][N:5]=[C:4]([C:8]([O:10][CH3:11])=[O:9])[CH:3]=1, predict the reactants needed to synthesize it. The reactants are: [NH2:1][C:2]1[CH:7]=[CH:6][N:5]=[C:4]([C:8]([OH:10])=[O:9])[CH:3]=1.[CH3:11]O.